From a dataset of Catalyst prediction with 721,799 reactions and 888 catalyst types from USPTO. Predict which catalyst facilitates the given reaction. (1) Reactant: Cl.[Br:2][C:3]1[CH:10]=[CH:9][C:6]([CH2:7][NH2:8])=[CH:5][CH:4]=1.O.C(N(CC)CC)C.[C:19](ON1C(=O)CCC1=O)([O:21][CH2:22][CH2:23][Si:24]([CH3:27])([CH3:26])[CH3:25])=[O:20]. Product: [Br:2][C:3]1[CH:10]=[CH:9][C:6]([CH2:7][NH:8][C:19](=[O:20])[O:21][CH2:22][CH2:23][Si:24]([CH3:27])([CH3:26])[CH3:25])=[CH:5][CH:4]=1. The catalyst class is: 31. (2) Reactant: [CH3:1][C:2]1[CH:3]=[C:4]([CH:13]=[CH:14][CH:15]=1)[CH2:5][C:6]1[CH:7]=[C:8]([CH2:11][OH:12])[O:9][CH:10]=1.CC(OI1(OC(C)=O)(OC(C)=O)OC(=O)C2C=CC=CC1=2)=O. Product: [CH3:1][C:2]1[CH:3]=[C:4]([CH:13]=[CH:14][CH:15]=1)[CH2:5][C:6]1[CH:7]=[C:8]([CH:11]=[O:12])[O:9][CH:10]=1. The catalyst class is: 2.